This data is from Cav3 T-type calcium channel HTS with 100,875 compounds. The task is: Binary Classification. Given a drug SMILES string, predict its activity (active/inactive) in a high-throughput screening assay against a specified biological target. The molecule is o1c2c(c(CCC)cc1=O)cc1c(occ1C)c2. The result is 0 (inactive).